From a dataset of Forward reaction prediction with 1.9M reactions from USPTO patents (1976-2016). Predict the product of the given reaction. (1) Given the reactants [OH:1][CH2:2][CH:3]1[CH2:8][CH2:7][N:6]([C:9]([O:11][C:12]([CH3:15])([CH3:14])[CH3:13])=[O:10])[CH2:5][CH2:4]1.CC(OI1(OC(C)=O)(OC(C)=O)OC(=O)C2C=CC=CC1=2)=O.[Cl:38][C:39]1[N:40]=[C:41]([N:48]2[CH2:53][CH2:52][O:51][CH2:50][CH2:49]2)[C:42]2[S:47][CH:46]=[CH:45][C:43]=2[N:44]=1.C(C1CCN(C(OC(C)(C)C)=O)CC1)=O, predict the reaction product. The product is: [Cl:38][C:39]1[N:40]=[C:41]([N:48]2[CH2:53][CH2:52][O:51][CH2:50][CH2:49]2)[C:42]2[S:47][C:46]([CH:2]([OH:1])[CH:3]3[CH2:8][CH2:7][N:6]([C:9]([O:11][C:12]([CH3:15])([CH3:14])[CH3:13])=[O:10])[CH2:5][CH2:4]3)=[CH:45][C:43]=2[N:44]=1. (2) The product is: [Si:42]([O:41][C@H:20]([C:12]1[CH:11]=[CH:10][C:9]([OH:8])=[C:18]2[C:13]=1[CH:14]=[CH:15][C:16](=[O:19])[NH:17]2)[CH2:21][N:22]([C@H:30]([CH3:40])[CH2:31][C:32]1[CH:37]=[CH:36][CH:35]=[C:34]([CH:38]=[O:39])[CH:33]=1)[C:23](=[O:29])[O:24][C:25]([CH3:28])([CH3:26])[CH3:27])([C:45]([CH3:46])([CH3:47])[CH3:48])([CH3:44])[CH3:43]. Given the reactants C(OC([O:8][C:9]1[CH:10]=[CH:11][C:12]([C@@H:20]([O:41][Si:42]([C:45]([CH3:48])([CH3:47])[CH3:46])([CH3:44])[CH3:43])[CH2:21][N:22]([C@H:30]([CH3:40])[CH2:31][C:32]2[CH:37]=[CH:36][CH:35]=[C:34]([CH:38]=[O:39])[CH:33]=2)[C:23](=[O:29])[O:24][C:25]([CH3:28])([CH3:27])[CH3:26])=[C:13]2[C:18]=1[NH:17][C:16](=[O:19])[CH:15]=[CH:14]2)=O)(C)(C)C.N, predict the reaction product. (3) Given the reactants [CH3:1][O:2][C:3]1[CH:4]=[C:5]([CH:7]=[CH:8][C:9]=1[N:10]1[CH:14]=[C:13]([CH3:15])[N:12]=[CH:11]1)[NH2:6].Cl[C:17]1[N:18]=[CH:19][C:20]2[CH2:21][N:22]([CH3:34])[CH2:23][C@@H:24]([C:28]3[CH:33]=[CH:32][CH:31]=[CH:30][CH:29]=3)[O:25][C:26]=2[N:27]=1, predict the reaction product. The product is: [CH3:1][O:2][C:3]1[CH:4]=[C:5]([NH:6][C:17]2[N:18]=[CH:19][C:20]3[CH2:21][N:22]([CH3:34])[CH2:23][C@@H:24]([C:28]4[CH:33]=[CH:32][CH:31]=[CH:30][CH:29]=4)[O:25][C:26]=3[N:27]=2)[CH:7]=[CH:8][C:9]=1[N:10]1[CH:14]=[C:13]([CH3:15])[N:12]=[CH:11]1. (4) Given the reactants [C:1]([N:4]1[C:13]2[C:8](=[CH:9][C:10]([C:14]([O:16]CC)=[O:15])=[CH:11][CH:12]=2)[C@H:7]([NH:19][C:20]([O:22][CH2:23][C:24]2[CH:29]=[CH:28][CH:27]=[CH:26][CH:25]=2)=[O:21])[C@@H:6]([CH3:30])[C@@H:5]1[CH2:31][CH3:32])(=[O:3])[CH3:2].[OH-].[Li+].O.Cl, predict the reaction product. The product is: [C:1]([N:4]1[C:13]2[C:8](=[CH:9][C:10]([C:14]([OH:16])=[O:15])=[CH:11][CH:12]=2)[C@H:7]([NH:19][C:20]([O:22][CH2:23][C:24]2[CH:29]=[CH:28][CH:27]=[CH:26][CH:25]=2)=[O:21])[C@@H:6]([CH3:30])[C@@H:5]1[CH2:31][CH3:32])(=[O:3])[CH3:2]. (5) Given the reactants C1([NH2+]C2CCCCC2)CCCCC1.[C:14]([O:18][C:19]([NH:21][C@@H:22]([CH2:26][CH2:27][CH2:28][CH2:29][CH2:30][CH:31]=[CH2:32])[C:23]([O-:25])=O)=[O:20])([CH3:17])([CH3:16])[CH3:15].CN1CCOCC1.C(Cl)(=O)C(C)(C)C.[CH2:47]([O:49][C:50]([C@@:52]1([NH:57][C:58]([C@H:60]2[NH:64][CH2:63][C@H:62]([O:65][C:66]([N:68]3[CH2:76][C:75]4[C:70](=[CH:71][CH:72]=[CH:73][C:74]=4[F:77])[CH2:69]3)=[O:67])[CH2:61]2)=[O:59])[CH2:54][C@H:53]1[CH:55]=[CH2:56])=[O:51])[CH3:48].Cl, predict the reaction product. The product is: [C:14]([O:18][C:19]([NH:21][C@@H:22]([CH2:26][CH2:27][CH2:28][CH2:29][CH2:30][CH:31]=[CH2:32])[C:23]([N:64]1[C@H:60]([C:58](=[O:59])[NH:57][C@:52]2([C:50]([O:49][CH2:47][CH3:48])=[O:51])[CH2:54][C@H:53]2[CH:55]=[CH2:56])[CH2:61][C@@H:62]([O:65][C:66]([N:68]2[CH2:76][C:75]3[C:70](=[CH:71][CH:72]=[CH:73][C:74]=3[F:77])[CH2:69]2)=[O:67])[CH2:63]1)=[O:25])=[O:20])([CH3:15])([CH3:16])[CH3:17]. (6) Given the reactants [F:1][C:2]1[CH:7]=[C:6]([F:8])[CH:5]=[CH:4][C:3]=1[S:9]([NH:12][C:13]1[C:14]([O:29][CH3:30])=[N:15][CH:16]=[C:17]([C:19]2[CH:20]=[CH:21][C:22]3[N:23]([C:25](I)=[CH:26][N:27]=3)[CH:24]=2)[CH:18]=1)(=[O:11])=[O:10].CCN(CC)CC.[CH2:38]([OH:41])[C:39]#[CH:40], predict the reaction product. The product is: [F:1][C:2]1[CH:7]=[C:6]([F:8])[CH:5]=[CH:4][C:3]=1[S:9]([NH:12][C:13]1[C:14]([O:29][CH3:30])=[N:15][CH:16]=[C:17]([C:19]2[CH:20]=[CH:21][C:22]3[N:23]([C:25]([C:40]#[C:39][CH2:38][OH:41])=[CH:26][N:27]=3)[CH:24]=2)[CH:18]=1)(=[O:11])=[O:10]. (7) Given the reactants [C:1]1(=O)[CH2:6][CH2:5][CH2:4][CH2:3][CH2:2]1.[Br:8][C:9]1[CH:14]=[CH:13][C:12]([C:15]([C:17]2[CH:22]=[CH:21][C:20]([OH:23])=[CH:19][C:18]=2[CH3:24])=O)=[CH:11][CH:10]=1.C([O-])([O-])=O.[K+].[K+], predict the reaction product. The product is: [Br:8][C:9]1[CH:14]=[CH:13][C:12]([C:15](=[C:1]2[CH2:6][CH2:5][CH2:4][CH2:3][CH2:2]2)[C:17]2[CH:22]=[CH:21][C:20]([OH:23])=[CH:19][C:18]=2[CH3:24])=[CH:11][CH:10]=1.